Task: Predict the reaction yield, written as a fraction of the theoretical maximum amount of product (1.0 means a 100% yield; for example, 0.34 means a 34% yield).. Dataset: Reaction yield outcomes from USPTO patents with 853,638 reactions The reactants are Br[C:2]1[CH:3]=[CH:4][C:5]([N+:15]([O-:17])=[O:16])=[C:6]([N:8]2[CH2:13][CH2:12][CH:11]([CH3:14])[CH2:10][CH2:9]2)[CH:7]=1.[B:18]1([B:18]2[O:23][CH2:22][C:21]([CH3:25])([CH3:24])[CH2:20][O:19]2)[O:23][CH2:22][C:21]([CH3:25])([CH3:24])[CH2:20][O:19]1.C([O-])(=O)C.[K+]. The catalyst is CO.C1C=CC(P(C2C=CC=CC=2)[C-]2C=CC=C2)=CC=1.C1C=CC(P(C2C=CC=CC=2)[C-]2C=CC=C2)=CC=1.Cl[Pd]Cl.[Fe+2]. The product is [CH3:24][C:21]1([CH3:25])[CH2:22][O:23][B:18]([C:2]2[CH:3]=[CH:4][C:5]([N+:15]([O-:17])=[O:16])=[C:6]([N:8]3[CH2:13][CH2:12][CH:11]([CH3:14])[CH2:10][CH2:9]3)[CH:7]=2)[O:19][CH2:20]1. The yield is 0.700.